From a dataset of Reaction yield outcomes from USPTO patents with 853,638 reactions. Predict the reaction yield, written as a fraction of the theoretical maximum amount of product (1.0 means a 100% yield; for example, 0.34 means a 34% yield). The reactants are [F:1][C:2]1[C:7]2[N:8]=[CH:9][O:10][C:6]=2[CH:5]=[C:4]([C:11]([OH:13])=O)[C:3]=1[NH:14][C:15]1[CH:20]=[CH:19][C:18]([I:21])=[CH:17][C:16]=1[F:22].C1C=CC2N(O)N=NC=2C=1.CCN=C=NCCCN(C)C.[CH:44]([O:46][CH2:47][CH2:48][O:49][NH2:50])=[CH2:45].[NH4+].[Cl-]. The catalyst is C(Cl)Cl. The yield is 0.980. The product is [F:1][C:2]1[C:7]2[N:8]=[CH:9][O:10][C:6]=2[CH:5]=[C:4]([C:11]([NH:50][O:49][CH2:48][CH2:47][O:46][CH:44]=[CH2:45])=[O:13])[C:3]=1[NH:14][C:15]1[CH:20]=[CH:19][C:18]([I:21])=[CH:17][C:16]=1[F:22].